From a dataset of Reaction yield outcomes from USPTO patents with 853,638 reactions. Predict the reaction yield, written as a fraction of the theoretical maximum amount of product (1.0 means a 100% yield; for example, 0.34 means a 34% yield). (1) The reactants are [F:1][CH:2]([F:14])[C:3]1[NH:7][C:6]2[CH:8]=[CH:9][CH:10]=[C:11]([O:12][CH3:13])[C:5]=2[N:4]=1.[Cl:15][C:16]1[N:21]=[C:20](Cl)[N:19]=[C:18]([N:23]2[CH2:28][CH2:27][N:26]([C:29]([O:31][C:32]([CH3:35])([CH3:34])[CH3:33])=[O:30])[CH2:25][CH2:24]2)[N:17]=1.C([O-])([O-])=O.[K+].[K+].O. The yield is 0.860. The product is [Cl:15][C:16]1[N:21]=[C:20]([N:7]2[C:6]3[CH:8]=[CH:9][CH:10]=[C:11]([O:12][CH3:13])[C:5]=3[N:4]=[C:3]2[CH:2]([F:1])[F:14])[N:19]=[C:18]([N:23]2[CH2:24][CH2:25][N:26]([C:29]([O:31][C:32]([CH3:35])([CH3:34])[CH3:33])=[O:30])[CH2:27][CH2:28]2)[N:17]=1. The catalyst is CN(C=O)C. (2) The reactants are [C@@H:1]1([N:10]2[C:20]3[N:19]=[C:17]([NH2:18])[NH:16][C:14](=[O:15])[C:13]=3[N:12]=[CH:11]2)[O:9][C@H:6]([CH2:7]O)[C@@H:4]([OH:5])[C@H:2]1[OH:3].C1(P(C2C=CC=CC=2)C2C=CC=CC=2)C=CC=CC=1.N1C=CN=C1.[I:45]I. The catalyst is CN(C=O)C.O.C(Cl)Cl. The product is [NH2:18][C:17]1[NH:16][C:14](=[O:15])[C:13]2[N:12]=[CH:11][N:10]([C@H:1]3[C@H:2]([OH:3])[C@H:4]([OH:5])[C@@H:6]([CH2:7][I:45])[O:9]3)[C:20]=2[N:19]=1. The yield is 0.680. (3) The reactants are [F:1][C:2]1[CH:3]=[C:4]([CH:20]=[CH:21][CH:22]=1)[CH2:5][N:6]([O:18][CH3:19])[C:7](=[O:17])[CH:8]=[C:9]1[C:13](=[O:14])[O:12][C:11](C)(C)[O:10]1. The catalyst is CO. The product is [CH3:11][O:12][C:13](=[O:14])[C:9]([OH:10])=[CH:8][C:7](=[O:17])[N:6]([CH2:5][C:4]1[CH:20]=[CH:21][CH:22]=[C:2]([F:1])[CH:3]=1)[O:18][CH3:19]. The yield is 0.530. (4) The reactants are [CH:1]1([C:4]([C:6]2[CH:11]=[CH:10][C:9]([CH2:12][C:13]([OH:15])=[O:14])=[CH:8][CH:7]=2)=[O:5])[CH2:3][CH2:2]1.[CH3:16]O. The catalyst is S(=O)(=O)(O)O. The product is [CH:1]1([C:4]([C:6]2[CH:11]=[CH:10][C:9]([CH2:12][C:13]([O:15][CH3:16])=[O:14])=[CH:8][CH:7]=2)=[O:5])[CH2:2][CH2:3]1. The yield is 0.680.